This data is from NCI-60 drug combinations with 297,098 pairs across 59 cell lines. The task is: Regression. Given two drug SMILES strings and cell line genomic features, predict the synergy score measuring deviation from expected non-interaction effect. (1) Drug 1: C1CN1P(=S)(N2CC2)N3CC3. Drug 2: N.N.Cl[Pt+2]Cl. Cell line: HCT-15. Synergy scores: CSS=31.7, Synergy_ZIP=2.08, Synergy_Bliss=7.26, Synergy_Loewe=0.241, Synergy_HSA=3.57. (2) Synergy scores: CSS=4.86, Synergy_ZIP=-5.31, Synergy_Bliss=-4.88, Synergy_Loewe=-4.56, Synergy_HSA=-2.95. Cell line: NCIH23. Drug 2: C1CN(P(=O)(OC1)NCCCl)CCCl. Drug 1: CCC1(CC2CC(C3=C(CCN(C2)C1)C4=CC=CC=C4N3)(C5=C(C=C6C(=C5)C78CCN9C7C(C=CC9)(C(C(C8N6C=O)(C(=O)OC)O)OC(=O)C)CC)OC)C(=O)OC)O.OS(=O)(=O)O. (3) Drug 1: CN(CC1=CN=C2C(=N1)C(=NC(=N2)N)N)C3=CC=C(C=C3)C(=O)NC(CCC(=O)O)C(=O)O. Drug 2: CCC1(C2=C(COC1=O)C(=O)N3CC4=CC5=C(C=CC(=C5CN(C)C)O)N=C4C3=C2)O.Cl. Cell line: HCT116. Synergy scores: CSS=73.1, Synergy_ZIP=-3.10, Synergy_Bliss=-6.47, Synergy_Loewe=-8.88, Synergy_HSA=-4.68. (4) Drug 1: CCC1(CC2CC(C3=C(CCN(C2)C1)C4=CC=CC=C4N3)(C5=C(C=C6C(=C5)C78CCN9C7C(C=CC9)(C(C(C8N6C)(C(=O)OC)O)OC(=O)C)CC)OC)C(=O)OC)O.OS(=O)(=O)O. Drug 2: C1CC(=O)NC(=O)C1N2C(=O)C3=CC=CC=C3C2=O. Cell line: CAKI-1. Synergy scores: CSS=1.64, Synergy_ZIP=2.07, Synergy_Bliss=2.14, Synergy_Loewe=0.679, Synergy_HSA=-0.972. (5) Drug 1: CC1=C(C(=O)C2=C(C1=O)N3CC4C(C3(C2COC(=O)N)OC)N4)N. Drug 2: CC1CCCC2(C(O2)CC(NC(=O)CC(C(C(=O)C(C1O)C)(C)C)O)C(=CC3=CSC(=N3)C)C)C. Cell line: IGROV1. Synergy scores: CSS=29.0, Synergy_ZIP=-7.30, Synergy_Bliss=-7.53, Synergy_Loewe=-8.85, Synergy_HSA=-3.48. (6) Cell line: NCIH23. Drug 1: CCCS(=O)(=O)NC1=C(C(=C(C=C1)F)C(=O)C2=CNC3=C2C=C(C=N3)C4=CC=C(C=C4)Cl)F. Synergy scores: CSS=0.574, Synergy_ZIP=2.63, Synergy_Bliss=2.95, Synergy_Loewe=-2.19, Synergy_HSA=-0.763. Drug 2: C1=NC(=NC(=O)N1C2C(C(C(O2)CO)O)O)N. (7) Drug 1: C1CN(CCN1C(=O)CCBr)C(=O)CCBr. Drug 2: CC(C)NC(=O)C1=CC=C(C=C1)CNNC.Cl. Cell line: SNB-19. Synergy scores: CSS=15.2, Synergy_ZIP=-1.13, Synergy_Bliss=-3.26, Synergy_Loewe=-6.71, Synergy_HSA=-5.87.